Dataset: Reaction yield outcomes from USPTO patents with 853,638 reactions. Task: Predict the reaction yield, written as a fraction of the theoretical maximum amount of product (1.0 means a 100% yield; for example, 0.34 means a 34% yield). (1) The reactants are Br[CH2:2][C:3]([C:5]1[S:6][CH:7]=[CH:8][N:9]=1)=O.[F:10][C:11]1[CH:16]=[CH:15][C:14](/[CH:17]=[N:18]/[NH:19][C:20](=[NH:22])[NH2:21])=[CH:13][CH:12]=1. The catalyst is C(O)C. The product is [F:10][C:11]1[CH:12]=[CH:13][C:14](/[CH:17]=[N:18]/[N:19]2[CH:2]=[C:3]([C:5]3[S:6][CH:7]=[CH:8][N:9]=3)[N:21]=[C:20]2[NH2:22])=[CH:15][CH:16]=1. The yield is 0.700. (2) The reactants are [CH:1]([N-]C(C)C)(C)[CH3:2].[Li+].CN1CCCN(C)C1=O.[F:18][CH:19]([F:38])[C:20]1[N:25]=[C:24]([CH:26]2[CH2:31][CH2:30][CH:29]([CH2:32][C:33]([O:35][CH2:36][CH3:37])=[O:34])[CH2:28][CH2:27]2)[CH:23]=[CH:22][CH:21]=1.ICC. The catalyst is C1COCC1. The product is [F:38][CH:19]([F:18])[C:20]1[N:25]=[C:24]([CH:26]2[CH2:27][CH2:28][CH:29]([CH:32]([CH2:1][CH3:2])[C:33]([O:35][CH2:36][CH3:37])=[O:34])[CH2:30][CH2:31]2)[CH:23]=[CH:22][CH:21]=1. The yield is 0.330.